Dataset: NCI-60 drug combinations with 297,098 pairs across 59 cell lines. Task: Regression. Given two drug SMILES strings and cell line genomic features, predict the synergy score measuring deviation from expected non-interaction effect. (1) Drug 1: CC1CCC2CC(C(=CC=CC=CC(CC(C(=O)C(C(C(=CC(C(=O)CC(OC(=O)C3CCCCN3C(=O)C(=O)C1(O2)O)C(C)CC4CCC(C(C4)OC)O)C)C)O)OC)C)C)C)OC. Drug 2: CN(CC1=CN=C2C(=N1)C(=NC(=N2)N)N)C3=CC=C(C=C3)C(=O)NC(CCC(=O)O)C(=O)O. Cell line: NCI-H522. Synergy scores: CSS=48.5, Synergy_ZIP=4.39, Synergy_Bliss=4.59, Synergy_Loewe=-11.3, Synergy_HSA=3.80. (2) Drug 1: CN(C)N=NC1=C(NC=N1)C(=O)N. Drug 2: CC1=C(N=C(N=C1N)C(CC(=O)N)NCC(C(=O)N)N)C(=O)NC(C(C2=CN=CN2)OC3C(C(C(C(O3)CO)O)O)OC4C(C(C(C(O4)CO)O)OC(=O)N)O)C(=O)NC(C)C(C(C)C(=O)NC(C(C)O)C(=O)NCCC5=NC(=CS5)C6=NC(=CS6)C(=O)NCCC[S+](C)C)O. Cell line: HCT-15. Synergy scores: CSS=16.3, Synergy_ZIP=-5.26, Synergy_Bliss=5.01, Synergy_Loewe=-7.92, Synergy_HSA=3.84. (3) Drug 1: C1=CC(=CC=C1CC(C(=O)O)N)N(CCCl)CCCl.Cl. Drug 2: CNC(=O)C1=NC=CC(=C1)OC2=CC=C(C=C2)NC(=O)NC3=CC(=C(C=C3)Cl)C(F)(F)F. Cell line: SF-539. Synergy scores: CSS=13.3, Synergy_ZIP=-6.55, Synergy_Bliss=-0.261, Synergy_Loewe=-0.370, Synergy_HSA=0.649. (4) Drug 1: CC(CN1CC(=O)NC(=O)C1)N2CC(=O)NC(=O)C2. Drug 2: C1=CC=C(C=C1)NC(=O)CCCCCCC(=O)NO. Cell line: HS 578T. Synergy scores: CSS=3.68, Synergy_ZIP=-3.90, Synergy_Bliss=-1.22, Synergy_Loewe=-3.29, Synergy_HSA=0.0633. (5) Drug 1: CS(=O)(=O)OCCCCOS(=O)(=O)C. Drug 2: B(C(CC(C)C)NC(=O)C(CC1=CC=CC=C1)NC(=O)C2=NC=CN=C2)(O)O. Cell line: KM12. Synergy scores: CSS=68.2, Synergy_ZIP=-0.297, Synergy_Bliss=0.0493, Synergy_Loewe=1.77, Synergy_HSA=2.72. (6) Drug 1: C1=C(C(=O)NC(=O)N1)N(CCCl)CCCl. Drug 2: CC1=CC=C(C=C1)C2=CC(=NN2C3=CC=C(C=C3)S(=O)(=O)N)C(F)(F)F. Cell line: HOP-92. Synergy scores: CSS=16.3, Synergy_ZIP=-9.79, Synergy_Bliss=-12.6, Synergy_Loewe=-13.7, Synergy_HSA=-10.1. (7) Drug 2: CC1=C(C(CCC1)(C)C)C=CC(=CC=CC(=CC(=O)O)C)C. Drug 1: COC1=C(C=C2C(=C1)N=CN=C2NC3=CC(=C(C=C3)F)Cl)OCCCN4CCOCC4. Synergy scores: CSS=16.6, Synergy_ZIP=-4.86, Synergy_Bliss=-0.679, Synergy_Loewe=-4.00, Synergy_HSA=-2.27. Cell line: OVCAR-4.